Dataset: Forward reaction prediction with 1.9M reactions from USPTO patents (1976-2016). Task: Predict the product of the given reaction. (1) Given the reactants [N+:1]([C:4]1[CH:9]=[CH:8][C:7]([Cl:10])=[CH:6][C:5]=1[CH:11]([C:13]1[C:18]([Cl:19])=[CH:17][CH:16]=[CH:15][C:14]=1[Cl:20])[OH:12])([O-])=O.C([O-])=O.[NH4+], predict the reaction product. The product is: [NH2:1][C:4]1[CH:9]=[CH:8][C:7]([Cl:10])=[CH:6][C:5]=1[CH:11]([C:13]1[C:14]([Cl:20])=[CH:15][CH:16]=[CH:17][C:18]=1[Cl:19])[OH:12]. (2) Given the reactants [F:1][C:2]1[CH:12]=[CH:11][C:5]([C:6]([CH2:8][C:9]#[N:10])=O)=[CH:4][CH:3]=1.N1C=CC=CC=1.[NH2:19][C:20]([NH2:22])=[S:21].II.[O-]S([O-])(=S)=O.[Na+].[Na+], predict the reaction product. The product is: [NH2:22][C:20]1[S:21][C:8]([C:9]#[N:10])=[C:6]([C:5]2[CH:11]=[CH:12][C:2]([F:1])=[CH:3][CH:4]=2)[N:19]=1. (3) Given the reactants [CH3:1][O:2][C:3]1[CH:8]=[CH:7][C:6]([CH2:9][C@H:10]([NH:15][C:16]([O:18]C2C=CC([N+]([O-])=O)=CC=2)=O)[C:11]([O:13][CH3:14])=[O:12])=[CH:5][CH:4]=1.Cl.[CH2:29]([NH:31][CH2:32][CH2:33][C:34]1[N:35]=[CH:36][NH:37][CH:38]=1)[CH3:30].C(N(C(C)C)CC)(C)C.C1(C)C=CC=CC=1, predict the reaction product. The product is: [CH2:29]([N:31]([CH2:32][CH2:33][C:34]1[N:35]=[CH:36][NH:37][CH:38]=1)[C:16](=[O:18])[NH:15][C@@H:10]([CH2:9][C:6]1[CH:5]=[CH:4][C:3]([O:2][CH3:1])=[CH:8][CH:7]=1)[C:11]([O:13][CH3:14])=[O:12])[CH3:30]. (4) Given the reactants [CH3:1][C:2]1[CH:10]=[CH:9][C:8]2[N:4]([C:5]([C:13]3[CH:18]=[CH:17][CH:16]=[CH:15][N:14]=3)=[C:6]([CH2:11][OH:12])[CH:7]=2)[CH:3]=1, predict the reaction product. The product is: [CH3:1][C:2]1[CH:10]=[CH:9][C:8]2[N:4]([C:5]([C:13]3[CH:18]=[CH:17][CH:16]=[CH:15][N:14]=3)=[C:6]([CH:11]=[O:12])[CH:7]=2)[CH:3]=1. (5) Given the reactants [F:1][C:2]1[CH:3]=[C:4]([C:8]2[CH:9]=[CH:10][C:11](/[CH:14]=[CH:15]/[CH:16]=O)=[N:12][CH:13]=2)[CH:5]=[CH:6][CH:7]=1.[NH2:18][C:19]1[NH:23][N:22]=[CH:21][CH:20]=1.[CH2:24]1[CH:26]([CH2:27][C:28]([NH2:30])=[O:29])[CH2:25]1.[CH3:31][C:32]1([CH3:40])[CH2:39][C:37](=O)[CH2:36][C:34](=[O:35])[CH2:33]1, predict the reaction product. The product is: [F:1][C:2]1[CH:3]=[C:4]([C:8]2[CH:9]=[CH:10][C:11](/[CH:14]=[CH:15]/[CH:16]3[C:36]4[C:34](=[O:35])[CH2:33][C:32]([CH3:40])([CH3:31])[CH2:39][C:37]=4[NH:18][C:19]4[NH:23][N:22]=[CH:21][C:20]3=4)=[N:12][CH:13]=2)[CH:5]=[CH:6][CH:7]=1.[CH2:25]1[CH:26]([CH2:27][C:28]([NH2:30])=[O:29])[CH2:24]1. (6) Given the reactants Cl[C:2]1[C:3]([NH2:9])=[N:4][CH:5]=[N:6][C:7]=1Cl.[NH2:10][C@H:11]1[CH2:16][CH2:15][CH2:14][C@H:13]([NH:17][C:18](=[O:24])OC(C)(C)C)[CH2:12]1.[O:25]([C:32]1[CH:37]=[CH:36][C:35](B(O)O)=[CH:34][CH:33]=1)[C:26]1[CH:31]=[CH:30][CH:29]=[CH:28][CH:27]=1.[C:41](Cl)(=O)[CH:42]=C, predict the reaction product. The product is: [NH2:9][C:3]1[N:4]=[CH:5][N:6]=[C:7]([NH:10][C@@H:11]2[CH2:16][CH2:15][CH2:14][C@H:13]([NH:17][C:18](=[O:24])[CH:41]=[CH2:42])[CH2:12]2)[C:2]=1[C:29]1[CH:30]=[CH:31][C:26]([O:25][C:32]2[CH:37]=[CH:36][CH:35]=[CH:34][CH:33]=2)=[CH:27][CH:28]=1. (7) Given the reactants [F:1][C:2]1[CH:19]=[CH:18][C:5]([C:6]([N:8]2[CH2:13][CH2:12][CH2:11][C@H:10]([C:14]([NH:16][OH:17])=[NH:15])[CH2:9]2)=[O:7])=[CH:4][CH:3]=1.[C:20]1([C@H:26]([CH3:30])[C:27](O)=O)[CH:25]=[CH:24][CH:23]=[CH:22][CH:21]=1.C1C=NC2N(O)N=NC=2C=1.CCN=C=NCCCN(C)C.Cl.C(N(CC)CC)C, predict the reaction product. The product is: [F:1][C:2]1[CH:19]=[CH:18][C:5]([C:6]([N:8]2[CH2:13][CH2:12][CH2:11][C@H:10]([C:14]3[N:15]=[C:27]([C@H:26]([C:20]4[CH:25]=[CH:24][CH:23]=[CH:22][CH:21]=4)[CH3:30])[O:17][N:16]=3)[CH2:9]2)=[O:7])=[CH:4][CH:3]=1.